The task is: Binary Classification. Given a drug SMILES string, predict its activity (active/inactive) in a high-throughput screening assay against a specified biological target.. This data is from Orexin1 receptor HTS with 218,158 compounds and 233 confirmed actives. The compound is FC(F)(c1oc2c(c(OC)c3c(occ3)c2OC)c(=O)c1)C(F)(F)F. The result is 0 (inactive).